From a dataset of Full USPTO retrosynthesis dataset with 1.9M reactions from patents (1976-2016). Predict the reactants needed to synthesize the given product. (1) Given the product [Cl:3][C:2]1[N:1]=[C:8]([N:10]2[CH2:15][CH2:14][O:13][CH2:12][CH2:11]2)[N:7]=[C:5]([N:10]2[CH2:15][CH2:14][O:16][CH2:12][CH2:11]2)[N:4]=1, predict the reactants needed to synthesize it. The reactants are: [N:1]1[C:8](Cl)=[N:7][C:5](Cl)=[N:4][C:2]=1[Cl:3].[NH:10]1[CH2:15][CH2:14][O:13][CH2:12][CH2:11]1.[OH2:16]. (2) Given the product [C:1]([C:4]1[CH:5]=[C:6]([CH:30]=[CH:31][CH:32]=1)/[CH:7]=[C:8]1/[C@H:9]([OH:29])[C@:10]2([CH2:25][CH2:24][C@H:23]3[C@@H:14]([CH2:15][CH2:16][C:17]4[C:22]3=[CH:21][CH:20]=[C:19]([B:26]([OH:27])[OH:28])[CH:18]=4)[C@@H:12]2[CH2:13]/1)[CH3:11])(=[O:3])[NH2:2], predict the reactants needed to synthesize it. The reactants are: [C:1]([C:4]1[CH:5]=[C:6]([CH:30]=[CH:31][CH:32]=1)/[CH:7]=[C:8]1/[C:9](=[O:29])[C@:10]2([CH2:25][CH2:24][C@H:23]3[C@@H:14]([CH2:15][CH2:16][C:17]4[C:22]3=[CH:21][CH:20]=[C:19]([B:26]([OH:28])[OH:27])[CH:18]=4)[C@@H:12]2[CH2:13]/1)[CH3:11])(=[O:3])[NH2:2].[BH4-].[Na+]. (3) Given the product [CH3:39][O:38][C:36](=[O:37])[CH2:35][C:32]1[CH:33]=[CH:34][C:29]([O:28][CH2:24][C:21]2[CH:22]=[CH:23][C:18]([C:17]3[O:16][N:15]=[C:14]([CH3:26])[C:13]=3[NH:12][C:11]([O:10][CH:8]([C:3]3[CH:4]=[CH:5][CH:6]=[CH:7][C:2]=3[Cl:1])[CH3:9])=[O:27])=[CH:19][CH:20]=2)=[CH:30][CH:31]=1, predict the reactants needed to synthesize it. The reactants are: [Cl:1][C:2]1[CH:7]=[CH:6][CH:5]=[CH:4][C:3]=1[CH:8]([O:10][C:11](=[O:27])[NH:12][C:13]1[C:14]([CH3:26])=[N:15][O:16][C:17]=1[C:18]1[CH:23]=[CH:22][C:21]([CH2:24]Br)=[CH:20][CH:19]=1)[CH3:9].[OH:28][C:29]1[CH:34]=[CH:33][C:32]([CH2:35][C:36]([O:38][CH3:39])=[O:37])=[CH:31][CH:30]=1.C(=O)([O-])[O-].[Cs+].[Cs+]. (4) Given the product [NH2:18][C:9]1[C:8]2[N:7]=[C:6]([CH2:19][CH2:20][CH2:21][O:22][C:23]3[CH:28]=[CH:27][CH:26]=[CH:25][CH:24]=3)[N:5]([CH2:4][CH2:3][CH2:2][NH:1][C:34](=[O:35])[C:33]3[CH:37]=[CH:38][C:30]([Br:29])=[CH:31][CH:32]=3)[C:17]=2[C:16]2[CH:15]=[CH:14][CH:13]=[CH:12][C:11]=2[N:10]=1, predict the reactants needed to synthesize it. The reactants are: [NH2:1][CH2:2][CH2:3][CH2:4][N:5]1[C:17]2[C:16]3[CH:15]=[CH:14][CH:13]=[CH:12][C:11]=3[N:10]=[C:9]([NH2:18])[C:8]=2[N:7]=[C:6]1[CH2:19][CH2:20][CH2:21][O:22][C:23]1[CH:28]=[CH:27][CH:26]=[CH:25][CH:24]=1.[Br:29][C:30]1[CH:38]=[CH:37][C:33]([C:34](Cl)=[O:35])=[CH:32][CH:31]=1. (5) Given the product [Cl:1][C:2]1[CH:9]=[C:8]([O:10][CH3:11])[C:5]2[CH:6]=[C:25]([C:26](=[O:28])[CH3:27])[O:12][C:4]=2[CH:3]=1, predict the reactants needed to synthesize it. The reactants are: [Cl:1][C:2]1[CH:9]=[C:8]([O:10][CH3:11])[C:5]([CH:6]=O)=[C:4]([OH:12])[CH:3]=1.CN(C)C=O.C(=O)([O-])[O-].[Cs+].[Cs+].Cl[CH2:25][C:26](=[O:28])[CH3:27]. (6) Given the product [Cl:31][C:3]1[CH:4]=[C:5]([C:6]#[N:7])[CH:8]=[C:9]2[C:2]=1[NH:1][N:23]=[CH:10]2, predict the reactants needed to synthesize it. The reactants are: [NH2:1][C:2]1[C:9]([CH3:10])=[CH:8][C:5]([C:6]#[N:7])=[CH:4][CH:3]=1.C(OC(=O)C)(=O)C.C([O-])(=O)C.[K+].[N:23](OCCC(C)C)=O.[ClH:31]. (7) The reactants are: F[C:2]1[CH:3]=[C:4]([CH:18]=[CH:19][C:20]=1[N+:21]([O-:23])=[O:22])[C:5]([N:7]([CH2:13][CH2:14][CH:15]([CH3:17])[CH3:16])[CH2:8][CH2:9][CH:10]([CH3:12])[CH3:11])=[O:6].[NH2:24][CH2:25][CH2:26][CH2:27][N:28]1[CH2:33][CH2:32][CH2:31][CH2:30][CH2:29]1.C(=O)([O-])[O-].[K+].[K+]. Given the product [CH3:11][CH:10]([CH3:12])[CH2:9][CH2:8][N:7]([CH2:13][CH2:14][CH:15]([CH3:17])[CH3:16])[C:5](=[O:6])[C:4]1[CH:18]=[CH:19][C:20]([N+:21]([O-:23])=[O:22])=[C:2]([NH:24][CH2:25][CH2:26][CH2:27][N:28]2[CH2:33][CH2:32][CH2:31][CH2:30][CH2:29]2)[CH:3]=1, predict the reactants needed to synthesize it.